Dataset: NCI-60 drug combinations with 297,098 pairs across 59 cell lines. Task: Regression. Given two drug SMILES strings and cell line genomic features, predict the synergy score measuring deviation from expected non-interaction effect. (1) Drug 1: CC1=C(C=C(C=C1)NC2=NC=CC(=N2)N(C)C3=CC4=NN(C(=C4C=C3)C)C)S(=O)(=O)N.Cl. Drug 2: C1=CN(C(=O)N=C1N)C2C(C(C(O2)CO)O)O.Cl. Cell line: NCIH23. Synergy scores: CSS=29.5, Synergy_ZIP=-7.41, Synergy_Bliss=-4.61, Synergy_Loewe=-28.0, Synergy_HSA=-4.23. (2) Drug 1: CCC(=C(C1=CC=CC=C1)C2=CC=C(C=C2)OCCN(C)C)C3=CC=CC=C3.C(C(=O)O)C(CC(=O)O)(C(=O)O)O. Drug 2: CC1CCC2CC(C(=CC=CC=CC(CC(C(=O)C(C(C(=CC(C(=O)CC(OC(=O)C3CCCCN3C(=O)C(=O)C1(O2)O)C(C)CC4CCC(C(C4)OC)O)C)C)O)OC)C)C)C)OC. Cell line: M14. Synergy scores: CSS=16.2, Synergy_ZIP=2.88, Synergy_Bliss=0.774, Synergy_Loewe=-56.4, Synergy_HSA=1.14. (3) Synergy scores: CSS=35.7, Synergy_ZIP=-9.96, Synergy_Bliss=-5.14, Synergy_Loewe=-2.81, Synergy_HSA=-2.86. Drug 2: C1=CC=C(C=C1)NC(=O)CCCCCCC(=O)NO. Cell line: T-47D. Drug 1: CCC1=CC2CC(C3=C(CN(C2)C1)C4=CC=CC=C4N3)(C5=C(C=C6C(=C5)C78CCN9C7C(C=CC9)(C(C(C8N6C)(C(=O)OC)O)OC(=O)C)CC)OC)C(=O)OC.C(C(C(=O)O)O)(C(=O)O)O.